Dataset: Catalyst prediction with 721,799 reactions and 888 catalyst types from USPTO. Task: Predict which catalyst facilitates the given reaction. (1) Reactant: C([O:3][C:4](=[O:33])[C:5]([F:32])=[CH:6][C:7]1[S:11][C:10]2[CH:12]=[CH:13][CH:14]=[C:15]([C:16]3[CH:21]=[C:20]([CH:22]([CH3:24])[CH3:23])[CH:19]=[C:18]([CH:25]([CH3:27])[CH3:26])[C:17]=3[O:28][CH2:29][CH2:30][CH3:31])[C:9]=2[CH:8]=1)C.C1COCC1.[Li+].[OH-]. Product: [F:32]/[C:5](=[CH:6]/[C:7]1[S:11][C:10]2[CH:12]=[CH:13][CH:14]=[C:15]([C:16]3[CH:21]=[C:20]([CH:22]([CH3:23])[CH3:24])[CH:19]=[C:18]([CH:25]([CH3:26])[CH3:27])[C:17]=3[O:28][CH2:29][CH2:30][CH3:31])[C:9]=2[CH:8]=1)/[C:4]([OH:33])=[O:3]. The catalyst class is: 5. (2) The catalyst class is: 3. Reactant: [CH2:1]([O:3][C:4]1[S:5][C:6]([C:17]([OH:19])=O)=[C:7]2[C:15]=1[C:14]1[N:13]([CH3:16])[N:12]=[CH:11][C:10]=1[CH2:9][CH2:8]2)[CH3:2].C1C=CC2N(O)N=[N:26]C=2C=1.N.CCN=C=NCCCN(C)C. Product: [CH2:1]([O:3][C:4]1[S:5][C:6]([C:17]([NH2:26])=[O:19])=[C:7]2[C:15]=1[C:14]1[N:13]([CH3:16])[N:12]=[CH:11][C:10]=1[CH2:9][CH2:8]2)[CH3:2]. (3) Reactant: [Cl:1][C:2]1[CH:3]=[C:4]([CH:21]=[CH:22][C:23]=1[Cl:24])[CH2:5][C:6]1[C:11](=[O:12])[NH:10][C:9]([CH2:13][C:14]([NH2:16])=O)=[N:8][C:7]=1[C:17]([F:20])([F:19])[F:18]. Product: [Cl:1][C:2]1[CH:3]=[C:4]([CH:21]=[CH:22][C:23]=1[Cl:24])[CH2:5][C:6]1[C:11](=[O:12])[NH:10][C:9]([CH2:13][C:14]#[N:16])=[N:8][C:7]=1[C:17]([F:19])([F:18])[F:20]. The catalyst class is: 13. (4) Reactant: [Cl:1][C:2]1[CH:23]=[CH:22][C:5]([C:6]([C:8]2[CH:13]=[CH:12][CH:11]=[CH:10][C:9]=2[C:14]2[C:15]([CH3:21])=[N:16][O:17][C:18]=2[CH:19]=O)=[O:7])=[CH:4][CH:3]=1.[C:24]1([CH:30]([C:32]2[CH:37]=[CH:36][CH:35]=[CH:34][CH:33]=2)[NH2:31])[CH:29]=[CH:28][CH:27]=[CH:26][CH:25]=1.[O-]S([O-])(=O)=O.[Na+].[Na+]. Product: [CH:30](/[N:31]=[CH:19]/[C:18]1[O:17][N:16]=[C:15]([CH3:21])[C:14]=1[C:9]1[CH:10]=[CH:11][CH:12]=[CH:13][C:8]=1[C:6]([C:5]1[CH:22]=[CH:23][C:2]([Cl:1])=[CH:3][CH:4]=1)=[O:7])([C:32]1[CH:33]=[CH:34][CH:35]=[CH:36][CH:37]=1)[C:24]1[CH:29]=[CH:28][CH:27]=[CH:26][CH:25]=1. The catalyst class is: 2. (5) Reactant: FC1[CH:11]=[C:10]([C:12]2[N:17]=[C:16]3[N:18]([CH2:21][C:22]4[CH:23]=[C:24]5[C:29](=[CH:30][CH:31]=4)[N:28]=[CH:27][CH:26]=[CH:25]5)[N:19]=[N:20][C:15]3=[CH:14][CH:13]=2)C=CC=1C(NC)=O.[NH2:32][C:33]1[N:38]=CC(B(O)O)=[CH:35][N:34]=1.C(=O)([O-])[O-].[K+].[K+].O1CCOCC1. Product: [N:28]1[C:29]2[C:24](=[CH:23][C:22]([CH2:21][N:18]3[C:16]4=[N:17][C:12]([C:10]5[CH:35]=[N:34][C:33]([NH2:38])=[N:32][CH:11]=5)=[CH:13][CH:14]=[C:15]4[N:20]=[N:19]3)=[CH:31][CH:30]=2)[CH:25]=[CH:26][CH:27]=1. The catalyst class is: 103. (6) Reactant: [CH3:1][C:2]1[N:3]=[C:4]2[CH:12]=[CH:11][CH:10]=[C:9]3[N:5]2[C:6]=1[C:7](=[O:21])[N:8]3[CH2:13][CH2:14][CH2:15][NH:16][S:17]([CH3:20])(=[O:19])=[O:18].[ClH:22]. Product: [ClH:22].[CH3:1][C:2]1[N:3]=[C:4]2[CH:12]=[CH:11][CH:10]=[C:9]3[N:5]2[C:6]=1[C:7](=[O:21])[N:8]3[CH2:13][CH2:14][CH2:15][NH:16][S:17]([CH3:20])(=[O:19])=[O:18]. The catalyst class is: 5. (7) Reactant: [CH3:1][O:2][C:3]1[CH:4]=[C:5]([NH:11][C:12]2[N:17]=[C:16](SC)[N:15]3[CH:20]=[CH:21][N:22]=[C:14]3[C:13]=2[C:23]([NH2:25])=[O:24])[CH:6]=[C:7]([O:9][CH3:10])[CH:8]=1.CCN(C(C)C)C(C)C.[NH2:35][CH2:36][C:37]1[CH:43]=[CH:42][C:40]([NH2:41])=[CH:39][CH:38]=1. Product: [NH2:41][C:40]1[CH:42]=[CH:43][C:37]([CH2:36][NH:35][C:16]2[N:15]3[CH:20]=[CH:21][N:22]=[C:14]3[C:13]([C:23]([NH2:25])=[O:24])=[C:12]([NH:11][C:5]3[CH:4]=[C:3]([O:2][CH3:1])[CH:8]=[C:7]([O:9][CH3:10])[CH:6]=3)[N:17]=2)=[CH:38][CH:39]=1. The catalyst class is: 179.